This data is from CYP3A4 inhibition data for predicting drug metabolism from PubChem BioAssay. The task is: Regression/Classification. Given a drug SMILES string, predict its absorption, distribution, metabolism, or excretion properties. Task type varies by dataset: regression for continuous measurements (e.g., permeability, clearance, half-life) or binary classification for categorical outcomes (e.g., BBB penetration, CYP inhibition). Dataset: cyp3a4_veith. (1) The result is 0 (non-inhibitor). The molecule is O=c1c(-c2ccc(F)cc2)nc2cncnc2n1C1CC1. (2) The drug is CSc1nc(Oc2ccc(F)cc2)c2ccccc2n1. The result is 0 (non-inhibitor).